This data is from Catalyst prediction with 721,799 reactions and 888 catalyst types from USPTO. The task is: Predict which catalyst facilitates the given reaction. (1) Reactant: [N:1]1[C:9]2[C:4](=[N:5][CH:6]=[CH:7][CH:8]=2)[N:3]([CH2:10][C:11]2[CH:21]=[CH:20][C:14]3[N:15]=[C:16](SC)[O:17][C:13]=3[CH:12]=2)[CH:2]=1.[NH2:22][C@@H:23]1[CH2:28][CH2:27][CH2:26][CH2:25][C@H:24]1[OH:29].CCN(C(C)C)C(C)C. Product: [N:1]1[C:9]2[C:4](=[N:5][CH:6]=[CH:7][CH:8]=2)[N:3]([CH2:10][C:11]2[CH:21]=[CH:20][C:14]3[N:15]=[C:16]([NH:22][C@@H:23]4[CH2:28][CH2:27][CH2:26][CH2:25][C@H:24]4[OH:29])[O:17][C:13]=3[CH:12]=2)[CH:2]=1. The catalyst class is: 44. (2) Reactant: [CH3:1][N:2]1[C:10]2[C:5](=[C:6]([N+:11]([O-])=O)[CH:7]=[CH:8][CH:9]=2)[CH:4]=[CH:3]1. Product: [CH3:1][N:2]1[C:10]2[C:5](=[C:6]([NH2:11])[CH:7]=[CH:8][CH:9]=2)[CH:4]=[CH:3]1. The catalyst class is: 63. (3) Reactant: N=C=N.C1C=CC2N(O)N=NC=2C=1.[Cl:14][C:15]1[N:23]=[C:22]([CH3:24])[CH:21]=[CH:20][C:16]=1[C:17]([OH:19])=O.[NH2:25][CH2:26][C:27]1[C:28](=[N:33][NH:34][C:35]2[CH:40]=[CH:39][C:38]([F:41])=[C:37]([F:42])[CH:36]=2)[C:29]([NH2:32])=[N:30][N:31]=1. Product: [NH2:32][C:29]1[C:28](=[N:33][NH:34][C:35]2[CH:40]=[CH:39][C:38]([F:41])=[C:37]([F:42])[CH:36]=2)[C:27]([CH2:26][NH:25][C:17](=[O:19])[C:16]2[CH:20]=[CH:21][C:22]([CH3:24])=[N:23][C:15]=2[Cl:14])=[N:31][N:30]=1. The catalyst class is: 59. (4) Reactant: [F:1][C:2]1[CH:3]=[CH:4][CH:5]=[C:6]2[C:11]=1[N:10]=[C:9]([C:12]1[CH:17]=[CH:16][CH:15]=[CH:14][C:13]=1[S:18]([CH3:21])(=[O:20])=[O:19])[C:8]([C@@H:22]([N:24]1C(=O)C3C(=CC=CC=3)C1=O)[CH3:23])=[CH:7]2.O.NN.CCO. Product: [F:1][C:2]1[CH:3]=[CH:4][CH:5]=[C:6]2[C:11]=1[N:10]=[C:9]([C:12]1[CH:17]=[CH:16][CH:15]=[CH:14][C:13]=1[S:18]([CH3:21])(=[O:19])=[O:20])[C:8]([C@@H:22]([NH2:24])[CH3:23])=[CH:7]2. The catalyst class is: 25. (5) Reactant: [F:1][C:2]1[CH:3]=[C:4]([S:8][C:9]2[N:13]([C:14]3[C:15]([F:20])=[N:16][CH:17]=[CH:18][CH:19]=3)[N:12]=[C:11]([CH2:21][OH:22])[CH:10]=2)[CH:5]=[CH:6][CH:7]=1. Product: [F:1][C:2]1[CH:3]=[C:4]([S:8][C:9]2[N:13]([C:14]3[C:15]([F:20])=[N:16][CH:17]=[CH:18][CH:19]=3)[N:12]=[C:11]([CH:21]=[O:22])[CH:10]=2)[CH:5]=[CH:6][CH:7]=1. The catalyst class is: 661. (6) Reactant: [F:1][C:2]([F:23])([F:22])[C:3]1[CH:4]=[C:5]([N:9]2[CH2:14][CH2:13][N:12]([C:15]3[N:19]=[C:18]([C:20]#[N:21])[O:17][N:16]=3)[CH2:11][CH2:10]2)[CH:6]=[CH:7][CH:8]=1.[Cl-].[NH4+].[N-:26]=[N+:27]=[N-:28].[Na+].Cl. Product: [N:21]1[NH:26][N:27]=[N:28][C:20]=1[C:18]1[O:17][N:16]=[C:15]([N:12]2[CH2:11][CH2:10][N:9]([C:5]3[CH:6]=[CH:7][CH:8]=[C:3]([C:2]([F:1])([F:22])[F:23])[CH:4]=3)[CH2:14][CH2:13]2)[N:19]=1. The catalyst class is: 18. (7) Reactant: [CH3:1][C:2]1[N:3]=[C:4]2[CH:9]=[CH:8][CH:7]=[C:6]([CH2:10][NH:11][CH2:12][CH2:13][CH2:14][CH2:15][NH:16][S:17]([C:20]([F:23])([F:22])[F:21])(=[O:19])=[O:18])[N:5]2[CH:24]=1.[C:25](O[C:25]([O:27][C:28]([CH3:31])([CH3:30])[CH3:29])=[O:26])([O:27][C:28]([CH3:31])([CH3:30])[CH3:29])=[O:26]. Product: [CH3:1][C:2]1[N:3]=[C:4]2[CH:9]=[CH:8][CH:7]=[C:6]([CH2:10][N:11]([C:25]([O:27][C:28]([CH3:31])([CH3:30])[CH3:29])=[O:26])[CH2:12][CH2:13][CH2:14][CH2:15][NH:16][S:17]([C:20]([F:21])([F:22])[F:23])(=[O:19])=[O:18])[N:5]2[CH:24]=1. The catalyst class is: 8.